From a dataset of Merck oncology drug combination screen with 23,052 pairs across 39 cell lines. Regression. Given two drug SMILES strings and cell line genomic features, predict the synergy score measuring deviation from expected non-interaction effect. (1) Drug 1: Cn1nnc2c(C(N)=O)ncn2c1=O. Drug 2: CC1(c2nc3c(C(N)=O)cccc3[nH]2)CCCN1. Cell line: NCIH520. Synergy scores: synergy=19.0. (2) Drug 1: CC(=O)OC1C(=O)C2(C)C(O)CC3OCC3(OC(C)=O)C2C(OC(=O)c2ccccc2)C2(O)CC(OC(=O)C(O)C(NC(=O)c3ccccc3)c3ccccc3)C(C)=C1C2(C)C. Drug 2: CS(=O)(=O)CCNCc1ccc(-c2ccc3ncnc(Nc4ccc(OCc5cccc(F)c5)c(Cl)c4)c3c2)o1. Cell line: OVCAR3. Synergy scores: synergy=9.09.